This data is from Peptide-MHC class II binding affinity with 134,281 pairs from IEDB. The task is: Regression. Given a peptide amino acid sequence and an MHC pseudo amino acid sequence, predict their binding affinity value. This is MHC class II binding data. (1) The peptide sequence is EKKYFAATQFEPGAA. The MHC is HLA-DQA10401-DQB10402 with pseudo-sequence HLA-DQA10401-DQB10402. The binding affinity (normalized) is 0.525. (2) The peptide sequence is TRRFLPQILAECARRHHHHHH. The MHC is DRB3_0202 with pseudo-sequence DRB3_0202. The binding affinity (normalized) is 0.